From a dataset of Forward reaction prediction with 1.9M reactions from USPTO patents (1976-2016). Predict the product of the given reaction. Given the reactants [CH3:1][N:2]1[C:11]2[CH:10]=[CH:9][CH:8]=[C:7]3[C@H:12]4[CH2:17][N:16]([CH2:18][CH2:19][CH2:20][C:21]([C:23]5[CH:28]=[CH:27][C:26]([F:29])=[CH:25][CH:24]=5)=[O:22])[CH2:15][CH2:14][C@H:13]4[N:5]([C:6]=23)[CH2:4][CH2:3]1, predict the reaction product. The product is: [CH3:1][N:2]1[C:11]2[CH:10]=[CH:9][CH:8]=[C:7]3[C@@H:12]4[CH2:17][N:16]([CH2:18][CH2:19][CH2:20][C:21]([C:23]5[CH:24]=[CH:25][C:26]([F:29])=[CH:27][CH:28]=5)=[O:22])[CH2:15][CH2:14][C@@H:13]4[N:5]([C:6]=23)[CH2:4][CH2:3]1.